This data is from Forward reaction prediction with 1.9M reactions from USPTO patents (1976-2016). The task is: Predict the product of the given reaction. (1) Given the reactants C([O:3][C:4]([CH:6]1[CH2:11][N:10]([CH3:12])[C:9]2[CH:13]=[C:14]([Cl:19])[C:15]([O:17][CH3:18])=[CH:16][C:8]=2[O:7]1)=[O:5])C.[OH-].[Li+], predict the reaction product. The product is: [Cl:19][C:14]1[C:15]([O:17][CH3:18])=[CH:16][C:8]2[O:7][CH:6]([C:4]([OH:5])=[O:3])[CH2:11][N:10]([CH3:12])[C:9]=2[CH:13]=1. (2) Given the reactants [Cl:1][C:2]1[CH:18]=[CH:17][C:5]2[CH2:6][CH2:7][N:8]([C:11](=[O:16])[C:12]([F:15])([F:14])[F:13])[CH2:9][CH2:10][C:4]=2[C:3]=1OS(C(F)(F)F)(=O)=O.[NH2:27][CH2:28][C:29]1[CH:45]=[CH:44][C:32]([C:33]([NH:35][CH2:36][CH2:37][C:38]2[CH:43]=[CH:42][CH:41]=[CH:40][N:39]=2)=[O:34])=[CH:31][CH:30]=1.C1C=CC(P(C2C(C3C(P(C4C=CC=CC=4)C4C=CC=CC=4)=CC=C4C=3C=CC=C4)=C3C(C=CC=C3)=CC=2)C2C=CC=CC=2)=CC=1.C(=O)([O-])[O-].[Cs+].[Cs+], predict the reaction product. The product is: [Cl:1][C:2]1[CH:18]=[CH:17][C:5]2[CH2:6][CH2:7][N:8]([C:11](=[O:16])[C:12]([F:15])([F:14])[F:13])[CH2:9][CH2:10][C:4]=2[C:3]=1[NH:27][CH2:28][C:29]1[CH:45]=[CH:44][C:32]([C:33](=[O:34])[NH:35][CH2:36][CH2:37][C:38]2[CH:43]=[CH:42][CH:41]=[CH:40][N:39]=2)=[CH:31][CH:30]=1. (3) The product is: [Br:10][C:5]1[CH:6]=[C:7]([O:8][CH3:9])[C:2]([CH:25]2[CH2:19][CH2:20]2)=[N:3][CH:4]=1. Given the reactants Br[C:2]1[C:7]([O:8][CH3:9])=[CH:6][C:5]([Br:10])=[CH:4][N:3]=1.P([O-])([O-])([O-])=O.[K+].[K+].[K+].[C:19]1([CH3:25])C=CC=C[CH:20]=1.O, predict the reaction product. (4) Given the reactants C(OC(=O)[NH:7][C:8]1[CH:13]=[C:12]([O:14][C:15]2[CH:20]=[CH:19][C:18]([NH:21][C:22]([O:24][CH2:25][C:26]3[CH:31]=[CH:30][CH:29]=[CH:28][CH:27]=3)=[O:23])=[C:17]([F:32])[CH:16]=2)[CH:11]=[CH:10][N:9]=1)(C)(C)C, predict the reaction product. The product is: [CH2:25]([O:24][C:22](=[O:23])[NH:21][C:18]1[CH:19]=[CH:20][C:15]([O:14][C:12]2[CH:11]=[CH:10][N:9]=[C:8]([NH2:7])[CH:13]=2)=[CH:16][C:17]=1[F:32])[C:26]1[CH:27]=[CH:28][CH:29]=[CH:30][CH:31]=1. (5) Given the reactants C(O[C:4]([C:6]1[CH:11]=[C:10]([Cl:12])[CH:9]=[C:8]([CH3:13])[N:7]=1)=[O:5])C.[NH2:14][C:15]1[N:20]=[CH:19][C:18]([CH3:21])=[CH:17][CH:16]=1, predict the reaction product. The product is: [CH3:21][C:18]1[CH:17]=[CH:16][C:15]([NH:14][C:4]([C:6]2[CH:11]=[C:10]([Cl:12])[CH:9]=[C:8]([CH3:13])[N:7]=2)=[O:5])=[N:20][CH:19]=1. (6) Given the reactants [Cl-].[Br:2][C:3]1[CH:12]=[CH:11][CH:10]=[C:9]2[C:4]=1[CH2:5][CH2:6][N:7]([C:17](=[O:20])[CH2:18][NH3+:19])[CH:8]2[CH2:13][C:14](O)=[O:15].C(N(CC)CC)C.Cl, predict the reaction product. The product is: [Br:2][C:3]1[CH:12]=[CH:11][CH:10]=[C:9]2[C:4]=1[CH2:5][CH2:6][N:7]1[C:17](=[O:20])[CH2:18][NH:19][C:14](=[O:15])[CH2:13][CH:8]12.